From a dataset of Forward reaction prediction with 1.9M reactions from USPTO patents (1976-2016). Predict the product of the given reaction. Given the reactants C1CN([P+](ON2N=NC3C=CC=CC2=3)(N2CCCC2)N2CCCC2)CC1.F[P-](F)(F)(F)(F)F.[Br:34][C:35]1[S:36][C:37]([NH:43][C:44]([O:46][C:47]([CH3:50])([CH3:49])[CH3:48])=[O:45])=[C:38]([C:40]([OH:42])=O)[N:39]=1.[NH2:51][C:52]1[CH:53]=[N:54][N:55]([CH3:74])[C:56]=1[N:57]1[CH2:63][C:62]([F:65])([F:64])[CH2:61][CH:60]([NH:66][C:67](=[O:73])[O:68][C:69]([CH3:72])([CH3:71])[CH3:70])[CH2:59][CH2:58]1.CCN(C(C)C)C(C)C, predict the reaction product. The product is: [C:47]([O:46][C:44]([NH:43][C:37]1[S:36][C:35]([Br:34])=[N:39][C:38]=1[C:40]([NH:51][C:52]1[CH:53]=[N:54][N:55]([CH3:74])[C:56]=1[N:57]1[CH2:63][C:62]([F:65])([F:64])[CH2:61][CH:60]([NH:66][C:67](=[O:73])[O:68][C:69]([CH3:70])([CH3:71])[CH3:72])[CH2:59][CH2:58]1)=[O:42])=[O:45])([CH3:50])([CH3:49])[CH3:48].